Dataset: Experimentally validated miRNA-target interactions with 360,000+ pairs, plus equal number of negative samples. Task: Binary Classification. Given a miRNA mature sequence and a target amino acid sequence, predict their likelihood of interaction. (1) The miRNA is hsa-miR-199a-5p with sequence CCCAGUGUUCAGACUACCUGUUC. The protein sequence of the target gene is MPSLLPLVLTFLSVSSPSWCQNSDIESLKASNGDSFPWNNMRLPEYMTPIHYDLMIHANLSTLTFWGKTEVEIIASRPTSTIIMHSHHLQISKATLRRGAGEMLSEEPLKVLEYPAHEQVALLAAQPLLAGSLYTVIIDYAANLSESFHGFYKSTYRTQEGEMRILAATQFEPTAARMAFPCFDEPALKASFSIKIKRDPRHLAISNMPLVKSVNVAEGLIEDHFDITVKMSTYLVAFIISDFKSVSKMTKSGVKVSVYAVPDKINQADYALDAAVTLLEFYEDYFNIPYPLPKQDLAAI.... Result: 0 (no interaction). (2) The miRNA is hsa-miR-3119 with sequence UGGCUUUUAACUUUGAUGGC. The protein sequence of the target gene is MTDQENNNNISSNPFAALFGSLADAKQFAAIQKEQLKQQSDELPASPDDSDNSVSESLDEFDYSVSEISRSFRTHQEMCEQLNINHMIQRIFLITLDNSDPSLKSGNGIPSRCVYLEEMAVELEDQDWLDMSNVEQAIFARLLLQDPGNHLISMTSSTTLNLSADRDAGERHIFCYLYSCFQRAKEEITKVPENLLPFAVQCRNLTVSNTRTVLLTPEIYVDQNIHEQLVDLMLEAIQGAHFEDVTEFLEEVIEALLLDEEVRTFPEVMIPVFDILLSRIKDLELCQILLYAYLDILLYF.... Result: 0 (no interaction). (3) The miRNA is hsa-miR-4704-3p with sequence UCAGUCACAUAUCUAGUGUCUA. The protein sequence of the target gene is MKSCGVSLATAAAAAAAAAFGDEEKKMAAGKASGESEEASPSLTAEEREALGGLDSRLFGFVRFHEDGARMKALLGKAVRCYESLILKAEGKVESDFFCQLGHFNLLLEDYPKALSAYQRYYSLQSDYWKNAAFLYGLGLVYFHYNAFQWAIKAFQEVLYVDPSFCRAKEIHLRLGLMFKVNTDYESSLKHFQLALVDCNPCTLSNAEIQFHIAHLYETQRKYHSAKEAYEQLLQTENLSAQVKATILQQLGWMHHTVDLLGDKATKESYAIQYLQKSLEADPNSGQSWYFLGRCYSSIG.... Result: 0 (no interaction). (4) The miRNA is mmu-miR-122-5p with sequence UGGAGUGUGACAAUGGUGUUUG. The protein sequence of the target gene is MSHRTSSTFRAERSFHSSSSSSSSSTSSSASRALPAQDPPMEKALSMFSDDFGSFMRPHSEPLAFPARPGGAGNIKTLGDAYEFAVDVRDFSPEDIIVTTSNNHIEVRAEKLAADGTVMNTFAHKCQLPEDVDPTSVTSALREDGSLTIRARRHPHTEHVQQTFRTEIKI. Result: 0 (no interaction). (5) The protein sequence of the target gene is MAMTGSTPCSSMSNHTKERVTMTKVTLENFYSNLIAQHEEREMRQKKLEKVMEEEGLKDEEKRLRRSAHARKETEFLRLKRTRLGLEDFESLKVIGRGAFGEVRLVQKKDTGHVYAMKILRKADMLEKEQVGHIRAERDILVEADSLWVVKMFYSFQDKLNLYLIMEFLPGGDMMTLLMKKDTLTEEETQFYIAETVLAIDSIHQLGFIHRDIKPDNLLLDSKGHVKLSDFGLCTGLKKAHRTEFYRNLNHSLPSDFTFQNMNSKRKAETWKRNRRQLAFSTVGTPDYIAPEVFMQTGYN.... Result: 0 (no interaction). The miRNA is hsa-miR-5088-3p with sequence UCCCUUCUUCCUGGGCCCUCA. (6) The miRNA is hsa-miR-936 with sequence ACAGUAGAGGGAGGAAUCGCAG. The protein sequence of the target gene is MLPITDRLLHLLGLEKTAFRIYAVSTLLLFLLFFLFRLLLRFLRLCRSFYITCRRLRCFPQPPRRNWLLGHLGMYLPNEAGLQDEKKVLDNMHHVLLVWMGPVLPLLVLVHPDYIKPLLGASAAIAPKDDLFYGFLKPWLGDGLLLSKGDKWSRHRRLLTPAFHFDILKPYMKIFNQSADIMHAKWRHLAEGSAVSLDMFEHISLMTLDSLQKCVFSYNSNCQEKMSDYISAIIELSALSVRRQYRLHHYLDFIYYRSADGRRFRQACDMVHHFTTEVIQERRRALRQQGAEAWLKAKQG.... Result: 0 (no interaction). (7) The miRNA is hsa-miR-4475 with sequence CAAGGGACCAAGCAUUCAUUAU. The protein sequence of the target gene is MMDVSGVGFPSKVPWKKMSAEELENQYCPSRWVVRLGAEEALRTYSQIGIEATTRARATRKSLLHVPYGDGEGEKVDIYFPDESSEALPFFLFFHGGYWQSGSKDESAFMVHPLTAQGVAVVIVAYGIAPKGTLDHMVDQVTRSVAFVQKRYPSNKGIYLCGHSAGAHLAAMMLLADWTKHGVTPNLRGFFLVSGVFDLEPIVYTSQNVALQLTLEDAQRNSPQLKVAQAQPVDPTCRVLVVVGQFDSPEFHRQSWEFYQTLCQGEWKASFEELHDVDHFEIVENLTQKDNVLTQIILKT.... Result: 0 (no interaction). (8) The miRNA is hsa-miR-4322 with sequence CUGUGGGCUCAGCGCGUGGGG. The protein sequence of the target gene is MADQRQRSLSTSGESLYHVLGLDKNATSDDIKKSYRKLALKYHPDKNPDNPEAADKFKEINNAHAILTDATKRNIYDKYGSLGLYVAEQFGEENVNTYFVLSSWWAKALFVVCGLLTCCYCCCCLCCCFNCCCGKCKPKAPEGEETEFYVSPEDLEAQLQSDEREATDTPIVIQPASATETTQLTADSHPSYHTDGFN. Result: 0 (no interaction). (9) The miRNA is hsa-miR-4425 with sequence UGUUGGGAUUCAGCAGGACCAU. The protein sequence of the target gene is MDTPPLSESDSESDACLASDQELQDAFSRGLLKPGLNVVLEKPKKAVNDVSGLKQCLAEFRRDLEWVERLDVTLGPVPEVSETQPTPQNQDQKKGVNPEDDFQREMSFYRQAQAAVLAVLPRLHQLQVPTKRPTDYFAEMAKSDQQMQKIRQKLQTKQAAMEKSEKAKQLRALRKYGKKVQTEVLQKRQREKAHMMNAIKKYQKGFSDKLDFLEGDQKPVERSAKAGGKGQQMSKGPNAKRRYKNQKFGFGGKKKGSKWNTKESYDDVSSFRAKVAHGKGSRRPGKKGANKRPGKRARQK.... Result: 0 (no interaction). (10) The miRNA is hsa-miR-588 with sequence UUGGCCACAAUGGGUUAGAAC. The protein sequence of the target gene is MDGEEQQPPHEANVEPVVPSEASEPVPRVLSGDPQNLSDVDAFNLLLEMKLKRRRQRPNLPRTVTQLVAEDGSRVYVVGTAHFSDDSKRDVVKTIREVQPDVVVVELCQYRVSMLKMDESTLLREAQELSLEKLQQAVRQNGLMSGLMQMLLLKVSAHITEQLGMAPGGEFREAFKEASKVPFCKFHLGDRPIPVTFKRAIAALSFWQKVRLAWGLCFLSDPISKDDVERCKQKDLLEQMMAEMIGEFPDLHRTIVSERDVYLTYMLRQAARRLELPRASDAEPRKCVPSVVVGVVGMGH.... Result: 0 (no interaction).